This data is from Forward reaction prediction with 1.9M reactions from USPTO patents (1976-2016). The task is: Predict the product of the given reaction. (1) Given the reactants [H-].[Na+].[CH3:3][NH:4][C:5](=[O:21])[C:6]1[CH:11]=[CH:10][CH:9]=[C:8]([C:12]2[C:17]([Cl:18])=[CH:16][CH:15]=[C:14]([Cl:19])[C:13]=2[Cl:20])[CH:7]=1.[CH2:22](Br)[C:23]#[CH:24].O, predict the reaction product. The product is: [CH3:3][N:4]([CH2:24][C:23]#[CH:22])[C:5](=[O:21])[C:6]1[CH:11]=[CH:10][CH:9]=[C:8]([C:12]2[C:17]([Cl:18])=[CH:16][CH:15]=[C:14]([Cl:19])[C:13]=2[Cl:20])[CH:7]=1. (2) Given the reactants [OH:1][C:2]1[CH:7]=[C:6]([OH:8])[CH:5]=[CH:4][C:3]=1[C:9]1[CH2:13][CH2:12][C:11](=O)[CH:10]=1.Cl.[NH2:16][OH:17].C(N(CC)CC)C, predict the reaction product. The product is: [OH:1][C:2]1[CH:7]=[C:6]([OH:8])[CH:5]=[CH:4][C:3]=1[C:9]1[CH2:13][CH2:12][C:11](=[N:16][OH:17])[CH:10]=1. (3) Given the reactants [C:1]([O:5][C:6](=[O:31])[NH:7][CH2:8][CH2:9][CH2:10][NH:11][C:12]1[CH:17]=[CH:16][C:15]([C:18](=[O:27])[NH:19][C:20]2[CH:25]=[C:24]([Cl:26])[CH:23]=[CH:22][N:21]=2)=[CH:14][C:13]=1[N+:28]([O-])=O)([CH3:4])([CH3:3])[CH3:2], predict the reaction product. The product is: [C:1]([O:5][C:6](=[O:31])[NH:7][CH2:8][CH2:9][CH2:10][NH:11][C:12]1[CH:17]=[CH:16][C:15]([C:18](=[O:27])[NH:19][C:20]2[CH:25]=[C:24]([Cl:26])[CH:23]=[CH:22][N:21]=2)=[CH:14][C:13]=1[NH2:28])([CH3:4])([CH3:2])[CH3:3]. (4) Given the reactants B(F)(F)F.CCOCC.[OH:10][C:11]1[C:20]([CH3:21])=[C:19]2[C:14]([CH:15]=[C:16]([NH:23][C:24](=[O:33])[O:25][CH2:26][C:27]3[CH:32]=[CH:31][CH:30]=[CH:29][CH:28]=3)[C:17](=[O:22])[O:18]2)=[C:13]([O:34][CH3:35])[CH:12]=1.ClC(Cl)(Cl)C(=N)O[C@H:40]1[C@@H:45]2[O:46][C:47](=[O:49])[O:48][C@@H:44]2[C@@H:43]([O:50][CH3:51])[C:42]([CH3:53])([CH3:52])[O:41]1.C(N(CC)CC)C, predict the reaction product. The product is: [CH3:35][O:34][C:13]1[CH:12]=[C:11]([O:10][C@H:40]2[C@@H:45]3[O:46][C:47](=[O:49])[O:48][C@@H:44]3[C@@H:43]([O:50][CH3:51])[C:42]([CH3:53])([CH3:52])[O:41]2)[C:20]([CH3:21])=[C:19]2[C:14]=1[CH:15]=[C:16]([NH:23][C:24](=[O:33])[O:25][CH2:26][C:27]1[CH:28]=[CH:29][CH:30]=[CH:31][CH:32]=1)[C:17](=[O:22])[O:18]2. (5) Given the reactants C([Li])CCC.[Cl-].[CH3:7][O:8][CH2:9][P+](C1C=CC=CC=1)(C1C=CC=CC=1)C1C=CC=CC=1.[CH3:29][O:30][C:31]1[CH:44]=[CH:43][C:34]([CH2:35][CH:36]2[CH2:41][CH2:40][O:39][CH2:38][C:37]2=O)=[CH:33][CH:32]=1.C([O-])(O)=O.[Na+], predict the reaction product. The product is: [CH3:29][O:30][C:31]1[CH:44]=[CH:43][C:34]([CH2:35][CH:36]2[CH2:41][CH2:40][O:39][CH2:38]/[C:37]/2=[CH:7]\[O:8][CH3:9])=[CH:33][CH:32]=1.[CH3:29][O:30][C:31]1[CH:44]=[CH:43][C:34]([CH2:35][CH:36]2[CH2:41][CH2:40][O:39][CH2:38]/[C:37]/2=[CH:7]/[O:8][CH3:9])=[CH:33][CH:32]=1. (6) Given the reactants [Cl:1][C:2]1[N:7]=[C:6]([CH2:8][C:9]([C:11]2[C:12]([F:24])=[C:13]([NH:17][C:18](=[O:23])[O:19][CH2:20][CH:21]=[CH2:22])[CH:14]=[CH:15][CH:16]=2)=O)[CH:5]=[CH:4][N:3]=1.C1C(=O)N(Br)C(=O)C1.[NH2:33][C:34]([C:36]1([CH3:49])[CH2:41][CH2:40][N:39]([C:42]([O:44][C:45]([CH3:48])([CH3:47])[CH3:46])=[O:43])[CH2:38][CH2:37]1)=[S:35], predict the reaction product. The product is: [Cl:1][C:2]1[N:7]=[C:6]([C:8]2[S:35][C:34]([C:36]3([CH3:49])[CH2:41][CH2:40][N:39]([C:42]([O:44][C:45]([CH3:48])([CH3:47])[CH3:46])=[O:43])[CH2:38][CH2:37]3)=[N:33][C:9]=2[C:11]2[CH:16]=[CH:15][CH:14]=[C:13]([NH:17][C:18]([O:19][CH2:20][CH:21]=[CH2:22])=[O:23])[C:12]=2[F:24])[CH:5]=[CH:4][N:3]=1.